Dataset: Forward reaction prediction with 1.9M reactions from USPTO patents (1976-2016). Task: Predict the product of the given reaction. (1) The product is: [C:45]([NH:1][C:2]1[CH:3]=[C:4]([CH:35]=[CH:36][CH:37]=1)[O:5][C:6]1[CH:11]=[CH:10][C:9]([NH:12][C:13]2[C:14]3[N:21]([CH2:22][CH2:23][NH:24][C:25](=[O:33])[C:26]([CH3:32])([S:28]([CH3:31])(=[O:30])=[O:29])[CH3:27])[CH:20]=[CH:19][C:15]=3[N:16]=[CH:17][N:18]=2)=[CH:8][C:7]=1[Cl:34])(=[O:47])[CH3:46]. Given the reactants [NH2:1][C:2]1[CH:3]=[C:4]([CH:35]=[CH:36][CH:37]=1)[O:5][C:6]1[CH:11]=[CH:10][C:9]([NH:12][C:13]2[C:14]3[N:21]([CH2:22][CH2:23][NH:24][C:25](=[O:33])[C:26]([CH3:32])([S:28]([CH3:31])(=[O:30])=[O:29])[CH3:27])[CH:20]=[CH:19][C:15]=3[N:16]=[CH:17][N:18]=2)=[CH:8][C:7]=1[Cl:34].C(N(CC)CC)C.[C:45](OC(=O)C)(=[O:47])[CH3:46].C(=O)([O-])O.[Na+], predict the reaction product. (2) The product is: [CH3:1][O:2][C:3]1[CH:4]=[C:5]([N:11]2[CH2:16][C:15]3[CH:17]=[N:18][C:19]4[NH:23][C:22]([C:33]([NH:35][CH3:36])=[O:34])=[CH:21][C:20]=4[C:14]=3[N:13]([CH3:37])[C:12]2=[O:38])[CH:6]=[C:7]([O:9][CH3:10])[CH:8]=1. Given the reactants [CH3:1][O:2][C:3]1[CH:4]=[C:5]([N:11]2[CH2:16][C:15]3[CH:17]=[N:18][C:19]4[N:23](S(C5C=CC=CC=5)(=O)=O)[C:22]([C:33]([NH:35][CH3:36])=[O:34])=[CH:21][C:20]=4[C:14]=3[N:13]([CH3:37])[C:12]2=[O:38])[CH:6]=[C:7]([O:9][CH3:10])[CH:8]=1.CC(C)([O-])C.[K+], predict the reaction product. (3) Given the reactants [CH2:1]([O:3][C:4]([C:6]1[C:7]([OH:23])=[C:8]2[C:15]([C:16]3[CH:21]=[CH:20][C:19]([F:22])=[CH:18][CH:17]=3)=[N:14][S:13][C:9]2=[C:10](Br)[N:11]=1)=[O:5])[CH3:2].[C:24]1(B(O)O)[CH:29]=[CH:28][CH:27]=[CH:26][CH:25]=1, predict the reaction product. The product is: [CH2:1]([O:3][C:4]([C:6]1[C:7]([OH:23])=[C:8]2[C:15]([C:16]3[CH:21]=[CH:20][C:19]([F:22])=[CH:18][CH:17]=3)=[N:14][S:13][C:9]2=[C:10]([C:24]2[CH:29]=[CH:28][CH:27]=[CH:26][CH:25]=2)[N:11]=1)=[O:5])[CH3:2]. (4) Given the reactants C[O:2][C:3](=[O:18])[CH2:4][CH2:5][C:6]1[S:7][C:8]([C:11]2[CH:16]=[CH:15][CH:14]=[CH:13][C:12]=2[F:17])=[CH:9][CH:10]=1.[OH-].[Na+].Cl, predict the reaction product. The product is: [F:17][C:12]1[CH:13]=[CH:14][CH:15]=[CH:16][C:11]=1[C:8]1[S:7][C:6]([CH2:5][CH2:4][C:3]([OH:18])=[O:2])=[CH:10][CH:9]=1. (5) Given the reactants CS(O)(=O)=O.[NH2:6][CH2:7][C:8]1[CH:9]=[C:10]2[C:14](=[CH:15][CH:16]=1)[C:13](=[O:17])[N:12]([CH:18]1[CH2:23][CH2:22][C:21](=[O:24])[NH:20][C:19]1=[O:25])[CH2:11]2.[Cl:26][C:27]1[CH:28]=[C:29]([N:34]=[C:35]=[O:36])[CH:30]=[CH:31][C:32]=1[F:33].C(N(CC)CC)C.Cl, predict the reaction product. The product is: [Cl:26][C:27]1[CH:28]=[C:29]([NH:34][C:35]([NH:6][CH2:7][C:8]2[CH:9]=[C:10]3[C:14](=[CH:15][CH:16]=2)[C:13](=[O:17])[N:12]([CH:18]2[CH2:23][CH2:22][C:21](=[O:24])[NH:20][C:19]2=[O:25])[CH2:11]3)=[O:36])[CH:30]=[CH:31][C:32]=1[F:33]. (6) Given the reactants [H-].[Na+].[C:3]([C:5]1[CH:6]=[CH:7][C:8]([NH:11][C:12](=[O:19])[C@@H:13]([OH:18])[CH2:14][O:15][CH2:16][CH3:17])=[N:9][CH:10]=1)#[N:4].Cl[C:21]1[N:26]=[CH:25][N:24]=[C:23]2[N:27]([C:30]3[CH:35]=[CH:34][CH:33]=[CH:32][C:31]=3[C:36]([F:39])([F:38])[F:37])[N:28]=[CH:29][C:22]=12.C(O)(=O)CC(CC(O)=O)(C(O)=O)O, predict the reaction product. The product is: [C:3]([C:5]1[CH:6]=[CH:7][C:8]([NH:11][C:12](=[O:19])[C@@H:13]([O:18][C:21]2[C:22]3[CH:29]=[N:28][N:27]([C:30]4[CH:35]=[CH:34][CH:33]=[CH:32][C:31]=4[C:36]([F:38])([F:39])[F:37])[C:23]=3[N:24]=[CH:25][N:26]=2)[CH2:14][O:15][CH2:16][CH3:17])=[N:9][CH:10]=1)#[N:4].